From a dataset of Catalyst prediction with 721,799 reactions and 888 catalyst types from USPTO. Predict which catalyst facilitates the given reaction. Reactant: [C:1]1([O:11][CH2:12][CH:13]2[CH2:18][CH2:17][NH:16][CH2:15][CH2:14]2)[C:10]2[C:5](=[CH:6][CH:7]=[CH:8][CH:9]=2)[CH:4]=[CH:3][CH:2]=1.C1([O:25][C:26]([O:28][CH2:29][C:30]([O:32][CH2:33][CH3:34])=[O:31])=O)C=CC=CC=1. Product: [C:1]1([O:11][CH2:12][CH:13]2[CH2:14][CH2:15][N:16]([C:26]([O:28][CH2:29][C:30]([O:32][CH2:33][CH3:34])=[O:31])=[O:25])[CH2:17][CH2:18]2)[C:10]2[C:5](=[CH:6][CH:7]=[CH:8][CH:9]=2)[CH:4]=[CH:3][CH:2]=1. The catalyst class is: 11.